Dataset: Full USPTO retrosynthesis dataset with 1.9M reactions from patents (1976-2016). Task: Predict the reactants needed to synthesize the given product. (1) The reactants are: Br[C:2]1[CH:3]=[C:4]([CH2:11][CH3:12])[C:5]([O:9][CH3:10])=[C:6]([Cl:8])[CH:7]=1.[CH:13]1([CH:18]([OH:21])[CH:19]=[CH2:20])[CH2:17][CH2:16][CH2:15][CH2:14]1.C(=O)(O)[O-].[Na+]. Given the product [Cl:8][C:6]1[CH:7]=[C:2]([CH2:20][CH2:19][C:18]([CH:13]2[CH2:17][CH2:16][CH2:15][CH2:14]2)=[O:21])[CH:3]=[C:4]([CH2:11][CH3:12])[C:5]=1[O:9][CH3:10], predict the reactants needed to synthesize it. (2) The reactants are: C(O)(=O)C.C(OC([NH:15][C:16]1[CH:20]=[C:19]([C:21]([O:23][C:24]2[CH:29]=[CH:28][CH:27]=[CH:26][CH:25]=2)=[O:22])[N:18]([C:30]2[C:35]([Cl:36])=[CH:34][CH:33]=[CH:32][N:31]=2)[N:17]=1)=O)C1C=CC=CC=1. Given the product [NH2:15][C:16]1[CH:20]=[C:19]([C:21]([O:23][C:24]2[CH:25]=[CH:26][CH:27]=[CH:28][CH:29]=2)=[O:22])[N:18]([C:30]2[C:35]([Cl:36])=[CH:34][CH:33]=[CH:32][N:31]=2)[N:17]=1, predict the reactants needed to synthesize it. (3) Given the product [NH:1]1[CH2:6][CH2:5][CH2:4][CH:3]([NH:7][C:8](=[O:13])[O:9][CH:10]([CH3:11])[CH3:12])[CH2:2]1, predict the reactants needed to synthesize it. The reactants are: [N:1]1[CH:6]=[CH:5][CH:4]=[C:3]([NH:7][C:8](=[O:13])[O:9][CH:10]([CH3:12])[CH3:11])[CH:2]=1.[H][H].C(=O)([O-])[O-].[Na+].[Na+]. (4) Given the product [Cl:1][C:2]1[CH:18]=[CH:17][C:5]([O:6][C:7]2[C:12]([F:13])=[CH:11][C:10]([CH2:14][O:15][C:21]3[CH:32]=[C:25]4[N:26]([CH3:31])[C@H:27]([CH3:30])[CH2:28][CH2:29][N:24]4[C:23](=[O:33])[N:22]=3)=[CH:9][C:8]=2[F:16])=[CH:4][C:3]=1[F:19], predict the reactants needed to synthesize it. The reactants are: [Cl:1][C:2]1[CH:18]=[CH:17][C:5]([O:6][C:7]2[C:12]([F:13])=[CH:11][C:10]([CH2:14][OH:15])=[CH:9][C:8]=2[F:16])=[CH:4][C:3]=1[F:19].Cl[C:21]1[CH:32]=[C:25]2[N:26]([CH3:31])[C@H:27]([CH3:30])[CH2:28][CH2:29][N:24]2[C:23](=[O:33])[N:22]=1. (5) Given the product [NH2:20][CH:21]1[CH2:26][CH2:25][N:24]([C:1]([C:2]2[CH:10]=[CH:9][C:5]([C:6]([N:24]3[CH2:23][CH2:22][CH:21]([NH2:20])[CH2:26][CH2:25]3)=[O:7])=[CH:4][CH:3]=2)=[O:11])[CH2:23][CH2:22]1, predict the reactants needed to synthesize it. The reactants are: [C:1](Cl)(=[O:11])[C:2]1[CH:10]=[CH:9][C:5]([C:6](Cl)=[O:7])=[CH:4][CH:3]=1.C([NH:20][CH:21]1[CH2:26][CH2:25][NH:24][CH2:23][CH2:22]1)(OC(C)(C)C)=O.